From a dataset of Peptide-MHC class I binding affinity with 185,985 pairs from IEDB/IMGT. Regression. Given a peptide amino acid sequence and an MHC pseudo amino acid sequence, predict their binding affinity value. This is MHC class I binding data. (1) The peptide sequence is LVSECSKDF. The MHC is HLA-B35:01 with pseudo-sequence HLA-B35:01. The binding affinity (normalized) is 0.0847. (2) The binding affinity (normalized) is 0.183. The peptide sequence is KSRPNTSLEI. The MHC is H-2-Db with pseudo-sequence H-2-Db. (3) The peptide sequence is CINGACWTV. The MHC is HLA-A02:03 with pseudo-sequence HLA-A02:03. The binding affinity (normalized) is 0.700.